This data is from Reaction yield outcomes from USPTO patents with 853,638 reactions. The task is: Predict the reaction yield, written as a fraction of the theoretical maximum amount of product (1.0 means a 100% yield; for example, 0.34 means a 34% yield). The reactants are [CH3:1][O:2][C:3]1[CH:17]=[CH:16][C:6]([CH2:7][CH:8]2[CH2:13][CH2:12][O:11][CH2:10][CH:9]2[CH:14]=[O:15])=[CH:5][CH:4]=1.C([OH:22])(C)(C)C.O1CCCC1.O.CC(=CC)C.[O-]Cl=O.[Na+]. No catalyst specified. The product is [CH3:1][O:2][C:3]1[CH:4]=[CH:5][C:6]([CH2:7][CH:8]2[CH2:13][CH2:12][O:11][CH2:10][CH:9]2[C:14]([OH:22])=[O:15])=[CH:16][CH:17]=1. The yield is 0.996.